Dataset: NCI-60 drug combinations with 297,098 pairs across 59 cell lines. Task: Regression. Given two drug SMILES strings and cell line genomic features, predict the synergy score measuring deviation from expected non-interaction effect. (1) Drug 1: C1C(C(OC1N2C=NC3=C(N=C(N=C32)Cl)N)CO)O. Drug 2: CN(CCCl)CCCl.Cl. Cell line: EKVX. Synergy scores: CSS=-1.64, Synergy_ZIP=3.34, Synergy_Bliss=5.34, Synergy_Loewe=-4.30, Synergy_HSA=-2.78. (2) Drug 1: C1CN1C2=NC(=NC(=N2)N3CC3)N4CC4. Drug 2: CC1CCCC2(C(O2)CC(NC(=O)CC(C(C(=O)C(C1O)C)(C)C)O)C(=CC3=CSC(=N3)C)C)C. Cell line: CAKI-1. Synergy scores: CSS=51.5, Synergy_ZIP=-6.63, Synergy_Bliss=-3.74, Synergy_Loewe=3.09, Synergy_HSA=4.86. (3) Drug 1: CC1OCC2C(O1)C(C(C(O2)OC3C4COC(=O)C4C(C5=CC6=C(C=C35)OCO6)C7=CC(=C(C(=C7)OC)O)OC)O)O. Drug 2: CN(C)C1=NC(=NC(=N1)N(C)C)N(C)C. Cell line: SK-MEL-2. Synergy scores: CSS=33.5, Synergy_ZIP=5.95, Synergy_Bliss=7.44, Synergy_Loewe=-21.3, Synergy_HSA=4.79.